This data is from Forward reaction prediction with 1.9M reactions from USPTO patents (1976-2016). The task is: Predict the product of the given reaction. (1) Given the reactants [CH2:1]([O:8][C:9](=[O:19])[NH:10][CH2:11][CH:12]1[CH2:17][CH2:16][C:15](=[O:18])[CH2:14][CH2:13]1)[C:2]1[CH:7]=[CH:6][CH:5]=[CH:4][CH:3]=1.[CH2:20]([Mg]Br)[CH3:21], predict the reaction product. The product is: [CH2:1]([O:8][C:9](=[O:19])[NH:10][CH2:11][CH:12]1[CH2:17][CH2:16][C:15]([CH2:20][CH3:21])([OH:18])[CH2:14][CH2:13]1)[C:2]1[CH:3]=[CH:4][CH:5]=[CH:6][CH:7]=1. (2) Given the reactants [CH3:1][O:2][CH2:3][CH2:4][CH2:5][N:6]1[C:11]2[CH:12]=[C:13]([CH2:16][O:17][C@H:18]3[CH2:23][N:22]([S:24]([C:27]4[CH:32]=[CH:31][C:30]([CH3:33])=[CH:29][CH:28]=4)(=[O:26])=[O:25])[C@H:21]([CH2:34][C:35]([CH3:40])([CH3:39])[C:36]([OH:38])=O)[CH2:20][CH2:19]3)[CH:14]=[CH:15][C:10]=2[O:9][C:8]([CH3:42])([CH3:41])[CH2:7]1.[CH3:43][O:44][CH:45]1[CH2:50][CH2:49][CH:48]([CH2:51][NH2:52])[CH2:47][CH2:46]1, predict the reaction product. The product is: [CH3:43][O:44][CH:45]1[CH2:50][CH2:49][CH:48]([CH2:51][NH:52][C:36](=[O:38])[C:35]([CH3:39])([CH3:40])[CH2:34][C@@H:21]2[CH2:20][CH2:19][C@@H:18]([O:17][CH2:16][C:13]3[CH:14]=[CH:15][C:10]4[O:9][C:8]([CH3:42])([CH3:41])[CH2:7][N:6]([CH2:5][CH2:4][CH2:3][O:2][CH3:1])[C:11]=4[CH:12]=3)[CH2:23][N:22]2[S:24]([C:27]2[CH:32]=[CH:31][C:30]([CH3:33])=[CH:29][CH:28]=2)(=[O:25])=[O:26])[CH2:47][CH2:46]1. (3) Given the reactants Cl[C:2]1[N:3]([C@@H:15]2[O:21][C@H:20]([CH2:22][OH:23])[C@@H:18]([OH:19])[C@H:16]2[OH:17])[C:4]2[C:9]([C:10]=1[C:11]#[N:12])=[CH:8][C:7]([Cl:13])=[C:6]([Cl:14])[CH:5]=2.[CH3:24][O-:25].[Na+], predict the reaction product. The product is: [Cl:13][C:7]1[CH:8]=[C:9]2[C:4](=[CH:5][C:6]=1[Cl:14])[N:3]([C@@H:15]1[O:21][C@H:20]([CH2:22][OH:23])[C@@H:18]([OH:19])[C@H:16]1[OH:17])[C:2]([O:25][CH3:24])=[C:10]2[C:11]#[N:12]. (4) Given the reactants [CH3:1][O:2][CH2:3][CH2:4][O:5][C:6]1[C:11]2[C:12](=[N:15]O)[CH2:13][O:14][C:10]=2[CH:9]=[CH:8][CH:7]=1, predict the reaction product. The product is: [CH3:1][O:2][CH2:3][CH2:4][O:5][C:6]1[C:11]2[CH:12]([NH2:15])[CH2:13][O:14][C:10]=2[CH:9]=[CH:8][CH:7]=1.